Dataset: Forward reaction prediction with 1.9M reactions from USPTO patents (1976-2016). Task: Predict the product of the given reaction. (1) Given the reactants [CH2:1]([P:3]([CH2:6][CH2:7][C:8]#[N:9])(=[O:5])[OH:4])[CH3:2].[CH2:10](O)[CH2:11][CH2:12][CH2:13][OH:14], predict the reaction product. The product is: [CH2:1]([P:3]([CH2:6][CH2:7][C:8]#[N:9])(=[O:4])[O:5][CH2:10][CH2:11][CH2:12][CH2:13][OH:14])[CH3:2]. (2) Given the reactants [Br:1][C:2]1[CH:3]=[CH:4][C:5]2[O:6][CH2:7][C:8](=[O:28])[N:9]([CH2:12][CH2:13][N:14]3[CH2:19][CH2:18][CH:17]([NH:20]C(=O)OC(C)(C)C)[CH2:16][CH2:15]3)[C:10]=2[N:11]=1.NC1CCN(CCN2C3C(=CC=C(C#N)C=3)C=CC2=O)CC1, predict the reaction product. The product is: [NH2:20][CH:17]1[CH2:18][CH2:19][N:14]([CH2:13][CH2:12][N:9]2[C:8](=[O:28])[CH2:7][O:6][C:5]3[CH:4]=[CH:3][C:2]([Br:1])=[N:11][C:10]2=3)[CH2:15][CH2:16]1.